From a dataset of Catalyst prediction with 721,799 reactions and 888 catalyst types from USPTO. Predict which catalyst facilitates the given reaction. (1) Reactant: [F:1][C:2]1[CH:3]=[C:4]([CH:8]=[CH:9][C:10]=1[C:11]([F:14])([F:13])[F:12])[C:5]([OH:7])=[O:6].[CH2:15]([Li])CCC.IC.Cl. Product: [F:1][C:2]1[C:3]([CH3:15])=[C:4]([CH:8]=[CH:9][C:10]=1[C:11]([F:12])([F:13])[F:14])[C:5]([OH:7])=[O:6]. The catalyst class is: 1. (2) Reactant: [C:1]([OH:7])([C:3]([F:6])([F:5])[F:4])=[O:2].C(OC(=O)[NH:14][C@@H:15]([CH:43]([CH3:45])[CH3:44])[C:16]([NH:18][NH:19][C:20](=[O:42])/[CH:21]=[CH:22]\[N:23]1[CH:27]=[N:26][C:25]([C:28]2[CH:33]=[C:32]([C:34]([F:37])([F:36])[F:35])[CH:31]=[C:30]([C:38]([F:41])([F:40])[F:39])[CH:29]=2)=[N:24]1)=[O:17])(C)(C)C. Product: [F:4][C:3]([F:6])([F:5])[C:1]([OH:7])=[O:2].[NH2:14][C@@H:15]([CH:43]([CH3:45])[CH3:44])[C:16]([NH:18][NH:19][C:20](=[O:42])/[CH:21]=[CH:22]\[N:23]1[CH:27]=[N:26][C:25]([C:28]2[CH:29]=[C:30]([C:38]([F:40])([F:41])[F:39])[CH:31]=[C:32]([C:34]([F:36])([F:35])[F:37])[CH:33]=2)=[N:24]1)=[O:17]. The catalyst class is: 4. (3) Reactant: [N:1]([CH2:4][C:5]([C:7]1[CH:15]=[C:14]2[C:10]([C:11]([CH3:19])([CH3:18])[C:12](=[O:17])[N:13]2[CH3:16])=[CH:9][CH:8]=1)=[O:6])=[N+]=[N-].[CH:20]1([C:23](Cl)=O)[CH2:22][CH2:21]1.C1(P(C2C=CC=CC=2)C2C=CC=CC=2)C=CC=CC=1. Product: [CH:20]1([C:23]2[O:6][C:5]([C:7]3[CH:15]=[C:14]4[C:10]([C:11]([CH3:19])([CH3:18])[C:12](=[O:17])[N:13]4[CH3:16])=[CH:9][CH:8]=3)=[CH:4][N:1]=2)[CH2:22][CH2:21]1. The catalyst class is: 11.